From a dataset of Reaction yield outcomes from USPTO patents with 853,638 reactions. Predict the reaction yield, written as a fraction of the theoretical maximum amount of product (1.0 means a 100% yield; for example, 0.34 means a 34% yield). (1) The reactants are [CH3:1][O:2][C:3]1[CH:4]=[C:5]2[C:10](=[CH:11][CH:12]=1)[CH:9]=[C:8]([C@H:13]([CH3:17])[C:14]([OH:16])=[O:15])[CH:7]=[CH:6]2.[CH3:18][C:19]1([CH3:26])[O:23][C@H:22]([CH2:24]O)[CH2:21][O:20]1.Cl[CH2:28]Cl. The catalyst is CN(C1C=CN=CC=1)C. The product is [CH3:1][O:2][C:3]1[CH:4]=[C:5]2[C:10](=[CH:11][CH:12]=1)[CH:9]=[C:8]([C@H:13]([CH3:17])[C:14]([O:16][CH2:28][C@@:22]1([CH3:24])[CH2:21][O:20][C:19]([CH3:18])([CH3:26])[O:23]1)=[O:15])[CH:7]=[CH:6]2. The yield is 0.920. (2) The reactants are [BH4-].[Li+].Cl[Si](C)(C)C.[NH2:8][CH:9]([C:13]1[CH:18]=[CH:17][CH:16]=[C:15]([F:19])[C:14]=1[CH3:20])[C:10](O)=[O:11]. The catalyst is C1COCC1. The product is [NH2:8][CH:9]([C:13]1[CH:18]=[CH:17][CH:16]=[C:15]([F:19])[C:14]=1[CH3:20])[CH2:10][OH:11]. The yield is 0.280. (3) The reactants are [CH3:1][C@H:2]1[NH:7][C@@H:6]([CH3:8])[CH2:5][N:4]([C:9]2[CH:16]=[CH:15][C:12]([CH:13]=[O:14])=[C:11]([OH:17])[N:10]=2)[CH2:3]1.C(N(C(C)C)CC)(C)C.[C:27](O[C:27]([O:29][C:30]([CH3:33])([CH3:32])[CH3:31])=[O:28])([O:29][C:30]([CH3:33])([CH3:32])[CH3:31])=[O:28]. The catalyst is ClCCl. The product is [CH:13]([C:12]1[CH:15]=[CH:16][C:9]([N:4]2[CH2:5][C@@H:6]([CH3:8])[N:7]([C:27]([O:29][C:30]([CH3:33])([CH3:32])[CH3:31])=[O:28])[C@@H:2]([CH3:1])[CH2:3]2)=[N:10][C:11]=1[OH:17])=[O:14]. The yield is 0.890. (4) The reactants are [CH3:1][O:2][C:3]1[CH:4]=[C:5]2[C:10](=[CH:11][C:12]=1[N+:13]([O-:15])=[O:14])[CH2:9][NH:8][CH2:7][CH2:6]2.I[CH:17]([CH2:19][CH3:20])[CH3:18].C(=O)([O-])[O-].[K+].[K+]. The catalyst is C(#N)C. The product is [CH3:1][O:2][C:3]1[CH:4]=[C:5]2[C:10](=[CH:11][C:12]=1[N+:13]([O-:15])=[O:14])[CH2:9][N:8]([CH:17]([CH3:18])[CH2:19][CH3:20])[CH2:7][CH2:6]2. The yield is 0.820. (5) The reactants are [CH:1]1([CH2:4][N:5]2[CH2:23][CH2:22][C@:12]34[C:13]5[C:14]6[O:21][C@H:11]3[C:10](=[O:24])[CH2:9][CH2:8][C@@:7]4([O:25][CH3:26])[C@H:6]2[CH2:19][C:18]=5[CH:17]=[CH:16][C:15]=6[OH:20])[CH2:3][CH2:2]1.C1C=C(Cl)C=C(C(OO)=[O:35])C=1.CO. The catalyst is C(Cl)Cl. The product is [CH:1]1([CH2:4][N+:5]2([O-:35])[CH2:23][CH2:22][C@:12]34[C:13]5[C:14]6[O:21][C@H:11]3[C:10](=[O:24])[CH2:9][CH2:8][C@@:7]4([O:25][CH3:26])[C@H:6]2[CH2:19][C:18]=5[CH:17]=[CH:16][C:15]=6[OH:20])[CH2:2][CH2:3]1. The yield is 0.150. (6) The product is [ClH:24].[N+:21]([C:16]1[CH:17]=[CH:18][CH:19]=[CH:20][C:15]=1[O:14][CH:11]1[CH2:12][CH2:13][NH:8][CH2:9][CH2:10]1)([O-:23])=[O:22]. The yield is 0.990. The reactants are C(OC([N:8]1[CH2:13][CH2:12][CH:11]([O:14][C:15]2[CH:20]=[CH:19][CH:18]=[CH:17][C:16]=2[N+:21]([O-:23])=[O:22])[CH2:10][CH2:9]1)=O)(C)(C)C.[ClH:24].CCOCC. The catalyst is O1CCOCC1. (7) The reactants are [F:1][C:2]([F:25])([F:24])[C:3]1[CH:4]=[C:5]([NH:13][C:14](=[O:23])[C:15]2[CH:20]=[C:19]([I:21])[CH:18]=[CH:17][C:16]=2[OH:22])[CH:6]=[C:7]([C:9]([F:12])([F:11])[F:10])[CH:8]=1.[CH3:26][O:27][CH2:28]Cl.C(=O)([O-])[O-].[K+].[K+].Cl. The catalyst is CC(C)=O. The product is [F:25][C:2]([F:1])([F:24])[C:3]1[CH:4]=[C:5]([NH:13][C:14](=[O:23])[C:15]2[CH:20]=[C:19]([I:21])[CH:18]=[CH:17][C:16]=2[O:22][CH2:26][O:27][CH3:28])[CH:6]=[C:7]([C:9]([F:10])([F:11])[F:12])[CH:8]=1. The yield is 0.763.